This data is from Forward reaction prediction with 1.9M reactions from USPTO patents (1976-2016). The task is: Predict the product of the given reaction. (1) Given the reactants [Cl:1][C:2]1[CH:10]=[C:9]2[C:5]([C:6](I)=[N:7][NH:8]2)=[CH:4][CH:3]=1.[H-].[Na+].C([Mg]Cl)(C)C.[CH2:19]([Sn:23](Cl)([CH2:28][CH2:29][CH2:30][CH3:31])[CH2:24][CH2:25][CH2:26][CH3:27])[CH2:20][CH2:21][CH3:22], predict the reaction product. The product is: [Cl:1][C:2]1[CH:10]=[C:9]2[C:5]([C:6]([Sn:23]([CH2:24][CH2:25][CH2:26][CH3:27])([CH2:28][CH2:29][CH2:30][CH3:31])[CH2:19][CH2:20][CH2:21][CH3:22])=[N:7][NH:8]2)=[CH:4][CH:3]=1. (2) Given the reactants [CH2:1]([NH:8][N:9]1[C:21]2[C:20]3[CH:19]=[CH:18][CH:17]=[CH:16][C:15]=3[N+:14]([O-])=[CH:13][C:12]=2[N:11]=[C:10]1[CH2:23][O:24][CH2:25][CH3:26])[C:2]1[CH:7]=[CH:6][CH:5]=[CH:4][CH:3]=1.[NH4+:27].[OH-].C1(C)C=CC(S(Cl)(=O)=O)=CC=1.O, predict the reaction product. The product is: [CH2:1]([NH:8][N:9]1[C:21]2[C:20]3[CH:19]=[CH:18][CH:17]=[CH:16][C:15]=3[N:14]=[C:13]([NH2:27])[C:12]=2[N:11]=[C:10]1[CH2:23][O:24][CH2:25][CH3:26])[C:2]1[CH:7]=[CH:6][CH:5]=[CH:4][CH:3]=1. (3) Given the reactants C([O:3][C:4](=[O:38])[CH2:5][C:6]1[CH:11]=[CH:10][CH:9]=[C:8]([O:12][C:13]2[CH:18]=[CH:17][C:16]([NH:19][C:20](=[O:22])[CH3:21])=[CH:15][C:14]=2[CH2:23][N:24]([C:34]([O:36][CH3:37])=[O:35])[C@@H:25]([CH3:33])[CH2:26][C:27]2[CH:32]=[CH:31][CH:30]=[CH:29][CH:28]=2)[CH:7]=1)C.[OH-].[Li+].Cl, predict the reaction product. The product is: [C:20]([NH:19][C:16]1[CH:17]=[CH:18][C:13]([O:12][C:8]2[CH:7]=[C:6]([CH2:5][C:4]([OH:38])=[O:3])[CH:11]=[CH:10][CH:9]=2)=[C:14]([CH2:23][N:24]([C:34]([O:36][CH3:37])=[O:35])[C@@H:25]([CH3:33])[CH2:26][C:27]2[CH:28]=[CH:29][CH:30]=[CH:31][CH:32]=2)[CH:15]=1)(=[O:22])[CH3:21]. (4) Given the reactants [CH3:1][N:2]1[C:6]2[CH:7]=[CH:8][C:9]([N:11]3[CH:16]=[C:15]([C:17]([O:19][CH2:20][CH3:21])=[O:18])[C:14](=[O:22])[NH:13][C:12]3=[O:23])=[CH:10][C:5]=2[N:4]([CH3:24])[C:3]1=[O:25].[Cl:26][C:27]1[CH:35]=[C:34]2[C:30]([CH2:31][CH2:32][CH:33]2O)=[C:29]([C:37]([F:40])([F:39])[F:38])[CH:28]=1, predict the reaction product. The product is: [Cl:26][C:27]1[CH:35]=[C:34]2[C:30]([CH2:31][CH2:32][CH:33]2[N:13]2[C:14](=[O:22])[C:15]([C:17]([O:19][CH2:20][CH3:21])=[O:18])=[CH:16][N:11]([C:9]3[CH:8]=[CH:7][C:6]4[N:2]([CH3:1])[C:3](=[O:25])[N:4]([CH3:24])[C:5]=4[CH:10]=3)[C:12]2=[O:23])=[C:29]([C:37]([F:38])([F:39])[F:40])[CH:28]=1. (5) The product is: [Cl:20][C:21]1[N:26]=[C:25]([CH2:27][C:4]([C:3]2[C:2]([F:1])=[C:11]([NH:12][C:13](=[O:14])[O:15][CH2:16][CH:17]=[CH2:18])[CH:10]=[CH:9][C:8]=2[F:19])=[O:6])[CH:24]=[CH:23][N:22]=1. Given the reactants [F:1][C:2]1[C:11]([NH:12][C:13]([O:15][CH2:16][CH:17]=[CH2:18])=[O:14])=[CH:10][CH:9]=[C:8]([F:19])[C:3]=1[C:4]([O:6]C)=O.[Cl:20][C:21]1[N:26]=[C:25]([CH3:27])[CH:24]=[CH:23][N:22]=1, predict the reaction product. (6) Given the reactants B.[Na].[CH:3]([Si:6]([CH:17]([CH3:19])[CH3:18])([CH:14]([CH3:16])[CH3:15])[C:7]1[O:8][C:9]([CH:12]=[O:13])=[CH:10][N:11]=1)([CH3:5])[CH3:4], predict the reaction product. The product is: [CH:17]([Si:6]([CH:3]([CH3:5])[CH3:4])([CH:14]([CH3:16])[CH3:15])[C:7]1[O:8][C:9]([CH2:12][OH:13])=[CH:10][N:11]=1)([CH3:19])[CH3:18].